Dataset: Forward reaction prediction with 1.9M reactions from USPTO patents (1976-2016). Task: Predict the product of the given reaction. (1) Given the reactants [O:1]1[C:5]2[CH:6]=[CH:7][CH:8]=[CH:9][C:4]=2[CH:3]=[C:2]1[C:10]1[N:14]2[N:15]=[C:16](Cl)[CH:17]=[CH:18][C:13]2=[N:12][CH:11]=1.C(N(C(C)C)CC)(C)C.[CH2:29]([NH:31][CH2:32][CH2:33][OH:34])[CH3:30].C([OH:39])CCC, predict the reaction product. The product is: [O:1]1[C:5]2[CH:6]=[CH:7][CH:8]=[CH:9][C:4]=2[CH:3]=[C:2]1[C:10]1[N:14]2[N:15]=[C:16]([O:34][CH2:33][CH2:32][NH:31][CH2:29][CH2:30][OH:39])[CH:17]=[CH:18][C:13]2=[N:12][CH:11]=1. (2) Given the reactants [NH2:1][C:2]1[CH:11]=[C:10]2[C:5]([CH:6]([CH2:12][CH2:13][CH2:14][CH3:15])[O:7][C:8]2=[O:9])=[CH:4][CH:3]=1.[CH:16](O)=[O:17], predict the reaction product. The product is: [CH2:12]([CH:6]1[C:5]2[C:10](=[CH:11][C:2]([NH:1][CH:16]=[O:17])=[CH:3][CH:4]=2)[C:8](=[O:9])[O:7]1)[CH2:13][CH2:14][CH3:15]. (3) Given the reactants [CH2:1]([O:3][C:4]([N:6]1[C:15]2[C:10](=[CH:11][C:12]([C:16]([F:19])([F:18])[F:17])=[CH:13][CH:14]=2)[CH:9]([CH:20]([C:23]2[CH:28]=[C:27]([C:29]([F:32])([F:31])[F:30])[CH:26]=[C:25]([C:33]([F:36])([F:35])[F:34])[CH:24]=2)[CH2:21][OH:22])[CH2:8][CH:7]1[CH2:37][CH3:38])=[O:5])[CH3:2].[H-].[Na+].O1CCC[CH2:42]1, predict the reaction product. The product is: [CH2:1]([O:3][C:4]([N:6]1[C:15]2[C:10](=[CH:11][C:12]([C:16]([F:17])([F:18])[F:19])=[CH:13][CH:14]=2)[CH:9]([CH:20]([C:23]2[CH:24]=[C:25]([C:33]([F:34])([F:36])[F:35])[CH:26]=[C:27]([C:29]([F:30])([F:31])[F:32])[CH:28]=2)[CH2:21][O:22][CH3:42])[CH2:8][CH:7]1[CH2:37][CH3:38])=[O:5])[CH3:2]. (4) Given the reactants [F:1][C:2]1[CH:7]=[C:6]([NH:8][S:9]([C:12]2[CH:17]=[CH:16][CH:15]=[CH:14][C:13]=2[N+:18]([O-:20])=[O:19])(=[O:11])=[O:10])[CH:5]=[CH:4][C:3]=1[CH2:21][CH2:22][C:23]([O:25][CH2:26][CH3:27])=[O:24].[C:28]1([C:34]2[N:35]=[C:36]([CH2:39][CH:40]([C:44]3[CH:49]=[CH:48][C:47]([CH2:50]O)=[CH:46][CH:45]=3)[CH2:41][CH2:42][CH3:43])[S:37][CH:38]=2)[CH:33]=[CH:32][CH:31]=[CH:30][CH:29]=1.C1(P(C2C=CC=CC=2)C2C=CC=CC=2)C=CC=CC=1.N(C(OCC)=O)=NC(OCC)=O, predict the reaction product. The product is: [F:1][C:2]1[CH:7]=[C:6]([N:8]([S:9]([C:12]2[CH:17]=[CH:16][CH:15]=[CH:14][C:13]=2[N+:18]([O-:20])=[O:19])(=[O:10])=[O:11])[CH2:50][C:47]2[CH:48]=[CH:49][C:44]([CH:40]([CH2:39][C:36]3[S:37][CH:38]=[C:34]([C:28]4[CH:33]=[CH:32][CH:31]=[CH:30][CH:29]=4)[N:35]=3)[CH2:41][CH2:42][CH3:43])=[CH:45][CH:46]=2)[CH:5]=[CH:4][C:3]=1[CH2:21][CH2:22][C:23]([O:25][CH2:26][CH3:27])=[O:24]. (5) Given the reactants [CH3:1][C@@:2]12[C:10](=[O:11])[CH2:9][CH2:8][C@H:7]1[C@@H:6]1[CH2:12][CH:13]=[C:14]3[CH2:19][C@@H:18](O)[CH2:17][CH2:16][C@:15]3([CH3:21])[C@H:5]1[CH2:4][CH2:3]2.N1C(C)=CC=[CH:24][C:23]=1[CH3:29].[O:30]([Si:38](C(C)C)([CH:42]([CH3:44])[CH3:43])[CH:39]([CH3:41])[CH3:40])S(C(F)(F)F)(=O)=O, predict the reaction product. The product is: [CH:39]([Si:38]([CH:42]([CH3:44])[CH3:43])=[O:30])([CH3:41])[CH3:40].[CH:23]([C@@H:18]1[CH2:19][C:14]2[C@@:15]([CH3:21])([C@@H:5]3[C@@H:6]([CH2:12][CH:13]=2)[C@H:7]2[C@@:2]([CH3:1])([C:10](=[O:11])[CH2:9][CH2:8]2)[CH2:3][CH2:4]3)[CH2:16][CH2:17]1)([CH3:29])[CH3:24]. (6) The product is: [CH2:1]([O:3][C:4](=[O:26])[CH2:5][CH2:6][C:7]1[CH:12]=[CH:11][C:10]([O:13][C:14]2[CH:19]=[C:18]([CH3:20])[CH:17]=[C:16]([CH:21]([N:41]=[N+:42]=[N-:43])[CH3:22])[CH:15]=2)=[CH:9][C:8]=1[CH2:24][CH3:25])[CH3:2]. Given the reactants [CH2:1]([O:3][C:4](=[O:26])[CH2:5][CH2:6][C:7]1[CH:12]=[CH:11][C:10]([O:13][C:14]2[CH:19]=[C:18]([CH3:20])[CH:17]=[C:16]([CH:21](O)[CH3:22])[CH:15]=2)=[CH:9][C:8]=1[CH2:24][CH3:25])[CH3:2].C1(P([N:41]=[N+:42]=[N-:43])(C2C=CC=CC=2)=O)C=CC=CC=1.C1CCN2C(=NCCC2)CC1.N([Si](C)(C)C)=[N+]=[N-].[F-].C([N+](CCCC)(CCCC)CCCC)CCC, predict the reaction product.